The task is: Predict the reactants needed to synthesize the given product.. This data is from Full USPTO retrosynthesis dataset with 1.9M reactions from patents (1976-2016). (1) Given the product [Cl:20][CH:10]([C:9]([C:4]1[CH:5]=[CH:6][CH:7]=[CH:8][C:3]=1[O:2][CH3:1])=[O:16])[C:11]([O:13][CH2:14][CH3:15])=[O:12], predict the reactants needed to synthesize it. The reactants are: [CH3:1][O:2][C:3]1[CH:8]=[CH:7][CH:6]=[CH:5][C:4]=1[C:9](=[O:16])[CH2:10][C:11]([O:13][CH2:14][CH3:15])=[O:12].S(Cl)([Cl:20])(=O)=O. (2) Given the product [Cl:1][C:2]1[CH:3]=[C:4]([N:8]2[C:13](=[O:14])[C:12]([O:15][CH2:16][CH:17]([CH3:19])[CH3:18])=[C:11]([C:20]3[CH:25]=[CH:24][C:23]([S:26]([NH2:30])(=[O:28])=[O:27])=[CH:22][CH:21]=3)[CH:10]=[N:9]2)[CH:5]=[CH:6][CH:7]=1, predict the reactants needed to synthesize it. The reactants are: [Cl:1][C:2]1[CH:3]=[C:4]([N:8]2[C:13](=[O:14])[C:12]([O:15][CH2:16][CH:17]([CH3:19])[CH3:18])=[C:11]([C:20]3[CH:25]=[CH:24][C:23]([S:26](C)(=[O:28])=[O:27])=[CH:22][CH:21]=3)[CH:10]=[N:9]2)[CH:5]=[CH:6][CH:7]=1.[NH3:30]. (3) Given the product [CH3:1][O:2][N:3]=[C:4]1[CH2:8][N:7]([C:9]([C:11]2[CH:12]=[CH:13][C:14]([C:17]3[CH:22]=[CH:21][CH:20]=[CH:19][C:18]=3[CH3:23])=[CH:15][CH:16]=2)=[O:10])[C@H:6]([C:24]([O:26][CH:27]2[CH2:31][CH2:30][CH2:29][CH2:28]2)=[O:25])[CH2:5]1, predict the reactants needed to synthesize it. The reactants are: [CH3:1][O:2][N:3]=[C:4]1[CH2:8][N:7]([C:9]([C:11]2[CH:16]=[CH:15][C:14]([C:17]3[CH:22]=[CH:21][CH:20]=[CH:19][C:18]=3[CH3:23])=[CH:13][CH:12]=2)=[O:10])[C@H:6]([C:24]([OH:26])=[O:25])[CH2:5]1.[CH:27]1(O)[CH2:31][CH2:30][CH2:29][CH2:28]1. (4) Given the product [CH3:7][CH:8]([CH3:27])[CH2:9][N:10]1[C:22]2[C:21]3[CH:20]=[CH:19][C:18]([O:1][CH:2]4[CH2:6][CH2:5][O:4][CH2:3]4)=[CH:17][C:16]=3[N:15]=[CH:14][C:13]=2[N:12]=[C:11]1[CH2:24][CH2:25][CH3:26], predict the reactants needed to synthesize it. The reactants are: [OH:1][CH:2]1[CH2:6][CH2:5][O:4][CH2:3]1.[CH3:7][CH:8]([CH3:27])[CH2:9][N:10]1[C:22]2[C:21]3[CH:20]=[CH:19][C:18](O)=[CH:17][C:16]=3[N:15]=[CH:14][C:13]=2[N:12]=[C:11]1[CH2:24][CH2:25][CH3:26].C1(P(C2C=CC=CC=2)C2C=CC=CC=2)C=CC=CC=1.N(C(OC(C)C)=O)=NC(OC(C)C)=O. (5) Given the product [C:31]([O:30][C:28]([N:18]1[CH2:19][C@@H:20]([C:21]2[CH:26]=[CH:25][C:24]([F:27])=[CH:23][CH:22]=2)[C@@H:16]([C:50]([OH:46])=[O:35])[CH2:17]1)=[O:29])([CH3:34])([CH3:32])[CH3:33], predict the reactants needed to synthesize it. The reactants are: C([C@H]1COC(=O)N1C([C@@H:16]1[C@H:20]([C:21]2[CH:26]=[CH:25][C:24]([F:27])=[CH:23][CH:22]=2)[CH2:19][N:18]([C:28]([O:30][C:31]([CH3:34])([CH3:33])[CH3:32])=[O:29])[CH2:17]1)=O)C1C=CC=CC=1.[OH-:35].[Li+].OO.S([O-])([O-])=O.[Na+].[Na+].Cl.[O:46]1[CH2:50]CCC1.O. (6) Given the product [F:37][CH:9]([F:8])[CH2:10][NH:11][C:12]1[N:13]=[C:14]2[CH2:36][CH2:35][N:34]([C:2](=[O:1])[CH:4]([F:7])[F:5])[CH2:33][C:15]2=[N:16][C:17]=1[N:18]1[CH2:19][CH2:20][CH:21]([O:24][C:25]2[CH:30]=[CH:29][C:28]([F:31])=[CH:27][C:26]=2[F:32])[CH2:22][CH2:23]1.[C:2]([OH:3])([C:4]([F:7])([F:6])[F:5])=[O:1], predict the reactants needed to synthesize it. The reactants are: [OH:1][C:2]([C:4]([F:7])([F:6])[F:5])=[O:3].[F:8][CH:9]([F:37])[CH2:10][NH:11][C:12]1[N:13]=[C:14]2[CH2:36][CH2:35][NH:34][CH2:33][C:15]2=[N:16][C:17]=1[N:18]1[CH2:23][CH2:22][CH:21]([O:24][C:25]2[CH:30]=[CH:29][C:28]([F:31])=[CH:27][C:26]=2[F:32])[CH2:20][CH2:19]1.CCN(C(C)C)C(C)C.FC(F)C(OC(=O)C(F)F)=O.